From a dataset of Full USPTO retrosynthesis dataset with 1.9M reactions from patents (1976-2016). Predict the reactants needed to synthesize the given product. (1) Given the product [CH2:1]([N:8]([CH2:9][CH2:10][O:11][CH2:12][CH2:13][O:14][CH2:15][CH2:16][O:17][C:18]#[C:19][CH3:20])[C:21]([Cl:24])=[O:23])[C:2]1[CH:7]=[CH:6][CH:5]=[CH:4][CH:3]=1, predict the reactants needed to synthesize it. The reactants are: [CH2:1]([NH:8][CH2:9][CH2:10][O:11][CH2:12][CH2:13][O:14][CH2:15][CH2:16][O:17][C:18]#[C:19][CH3:20])[C:2]1[CH:7]=[CH:6][CH:5]=[CH:4][CH:3]=1.[C:21]([Cl:24])(=[O:23])N. (2) Given the product [ClH:57].[NH2:42][C:38]1([C:35]2[CH:34]=[CH:33][C:32]([N:31]3[C:11]4=[N:12][C:13]([C:16]5[CH:17]=[C:18]([NH:22][C:23]([CH:25]6[CH2:30][O:29][CH2:28][CH2:27][O:26]6)=[O:24])[CH:19]=[CH:20][CH:21]=5)=[CH:14][CH:15]=[C:10]4[N:9]=[C:8]3[C:7]3[C:2]([NH2:1])=[N:3][CH:4]=[CH:5][CH:6]=3)=[CH:37][CH:36]=2)[CH2:41][CH2:40][CH2:39]1, predict the reactants needed to synthesize it. The reactants are: [NH2:1][C:2]1[C:7]([C:8]2[N:31]([C:32]3[CH:37]=[CH:36][C:35]([C:38]4([NH:42]C(=O)OC(C)(C)C)[CH2:41][CH2:40][CH2:39]4)=[CH:34][CH:33]=3)[C:11]3=[N:12][C:13]([C:16]4[CH:21]=[CH:20][CH:19]=[C:18]([NH:22][C:23]([CH:25]5[CH2:30][O:29][CH2:28][CH2:27][O:26]5)=[O:24])[CH:17]=4)=[CH:14][CH:15]=[C:10]3[N:9]=2)=[CH:6][CH:5]=[CH:4][N:3]=1.FC(F)(F)C(O)=O.[Cl:57]CCl.